This data is from Full USPTO retrosynthesis dataset with 1.9M reactions from patents (1976-2016). The task is: Predict the reactants needed to synthesize the given product. (1) Given the product [C:1]([O:5][C:6]([N:8]1[CH2:14][CH2:13][C:12]2[CH:15]=[C:16]([Br:18])[O:17][C:11]=2[CH2:10][CH2:9]1)=[O:7])([CH3:4])([CH3:2])[CH3:3], predict the reactants needed to synthesize it. The reactants are: [C:1]([O:5][C:6]([N:8]1[CH2:14][CH2:13][C:12]2[CH:15]=[CH:16][O:17][C:11]=2[CH2:10][CH2:9]1)=[O:7])([CH3:4])([CH3:3])[CH3:2].[Br:18]N1C(=O)CCC1=O.C([O-])(O)=O.[Na+]. (2) Given the product [F:41][C:42]1[CH:47]=[CH:46][CH:45]=[C:44]([F:48])[C:43]=1[NH:49][C:50]([N:27]1[C:17]2[N:18]=[C:19]([N:21]3[CH2:26][CH2:25][O:24][CH2:23][CH2:22]3)[N:20]=[C:15]([C:12]3[CH:11]=[N:10][C:9]([N:8]([CH2:7][C:6]4[CH:5]=[CH:4][C:3]([O:2][CH3:1])=[CH:40][CH:39]=4)[CH2:30][C:31]4[CH:32]=[CH:33][C:34]([O:37][CH3:38])=[CH:35][CH:36]=4)=[N:14][CH:13]=3)[C:16]=2[CH2:29][CH2:28]1)=[S:51], predict the reactants needed to synthesize it. The reactants are: [CH3:1][O:2][C:3]1[CH:40]=[CH:39][C:6]([CH2:7][N:8]([CH2:30][C:31]2[CH:36]=[CH:35][C:34]([O:37][CH3:38])=[CH:33][CH:32]=2)[C:9]2[N:14]=[CH:13][C:12]([C:15]3[C:16]4[CH2:29][CH2:28][NH:27][C:17]=4[N:18]=[C:19]([N:21]4[CH2:26][CH2:25][O:24][CH2:23][CH2:22]4)[N:20]=3)=[CH:11][N:10]=2)=[CH:5][CH:4]=1.[F:41][C:42]1[CH:47]=[CH:46][CH:45]=[C:44]([F:48])[C:43]=1[N:49]=[C:50]=[S:51].NC(N)=S. (3) Given the product [CH:17]1([CH2:20][C@H:21]([NH:27][C:14]([C:12]2[CH:11]=[CH:10][CH:9]=[C:8]([C:4]3[CH:5]=[CH:6][CH:7]=[C:2]([Cl:1])[CH:3]=3)[N:13]=2)=[O:16])[C:22]2[S:23][CH:24]=[CH:25][N:26]=2)[CH2:19][CH2:18]1, predict the reactants needed to synthesize it. The reactants are: [Cl:1][C:2]1[CH:3]=[C:4]([C:8]2[N:13]=[C:12]([C:14]([OH:16])=O)[CH:11]=[CH:10][CH:9]=2)[CH:5]=[CH:6][CH:7]=1.[CH:17]1([CH2:20][C@H:21]([NH:27]C(C2C=CC(C3CCOCC3)=C(OCC3CC3)N=2)=O)[C:22]2[S:23][CH:24]=[CH:25][N:26]=2)[CH2:19][CH2:18]1. (4) Given the product [C:28]12([CH2:38][O:39][C:40]3[C:52](/[CH:6]=[CH:5]/[CH3:10])=[CH:51][C:43]([C:44]([O:46][C:47]([CH3:50])([CH3:49])[CH3:48])=[O:45])=[C:42]([F:54])[CH:41]=3)[CH2:37][CH:32]3[CH2:33][CH:34]([CH2:36][CH:30]([CH2:31]3)[CH2:29]1)[CH2:35]2, predict the reactants needed to synthesize it. The reactants are: O1[C:5]2([CH2:10]CC(COC3C(Cl)=CC(C(OC(C)(C)C)=O)=C(F)C=3)C[CH2:6]2)OCC1.[C:28]12([CH2:38][O:39][C:40]3[C:52](Cl)=[CH:51][C:43]([C:44]([O:46][C:47]([CH3:50])([CH3:49])[CH3:48])=[O:45])=[C:42]([F:54])[CH:41]=3)[CH2:37][CH:32]3[CH2:33][CH:34]([CH2:36][CH:30]([CH2:31]3)[CH2:29]1)[CH2:35]2.C1(B(O)O)CC1.C(/B1OC(C)(C)C(C)(C)O1)=C\C.